This data is from hERG potassium channel inhibition data for cardiac toxicity prediction from Karim et al.. The task is: Regression/Classification. Given a drug SMILES string, predict its toxicity properties. Task type varies by dataset: regression for continuous values (e.g., LD50, hERG inhibition percentage) or binary classification for toxic/non-toxic outcomes (e.g., AMES mutagenicity, cardiotoxicity, hepatotoxicity). Dataset: herg_karim. The result is 1 (blocker). The drug is Cc1c(O[C@@H]2C[C@@H]3CC[C@H](C2)N3Cc2ccccc2)cccc1C(N)=O.